Task: Predict the reaction yield, written as a fraction of the theoretical maximum amount of product (1.0 means a 100% yield; for example, 0.34 means a 34% yield).. Dataset: Reaction yield outcomes from USPTO patents with 853,638 reactions (1) The reactants are [Br:1][C:2]1[CH:3]=[C:4]([NH2:9])[C:5]([CH3:8])=[N:6][CH:7]=1.[C:10](OC(=O)C)(=[O:12])[CH3:11].C(N(CC)CC)C. The catalyst is ClCCl. The product is [Br:1][C:2]1[CH:3]=[C:4]([NH:9][C:10](=[O:12])[CH3:11])[C:5]([CH3:8])=[N:6][CH:7]=1. The yield is 0.630. (2) The reactants are [OH:1][CH:2]([CH2:39][CH2:40][CH2:41]O)[CH2:3][O:4][C@H:5]1[CH2:10][CH2:9][C@H:8]([N:11]2[C:16](=[O:17])[C:15]([CH2:18][C:19]3[CH:24]=[CH:23][C:22]([C:25]4[C:26]([C:31]#[N:32])=[CH:27][CH:28]=[CH:29][CH:30]=4)=[CH:21][CH:20]=3)=[C:14]([CH2:33][CH2:34][CH3:35])[N:13]3[N:36]=[CH:37][N:38]=[C:12]23)[CH2:7][CH2:6]1.C1(P(C2C=CC=CC=2)C2C=CC=CC=2)C=CC=CC=1.N(C(OCC)=O)=NC(OCC)=O.O. The catalyst is O1CCCC1. The product is [O:17]=[C:16]1[C:15]([CH2:18][C:19]2[CH:20]=[CH:21][C:22]([C:25]3[C:26]([C:31]#[N:32])=[CH:27][CH:28]=[CH:29][CH:30]=3)=[CH:23][CH:24]=2)=[C:14]([CH2:33][CH2:34][CH3:35])[N:13]2[N:36]=[CH:37][N:38]=[C:12]2[N:11]1[C@H:8]1[CH2:9][CH2:10][C@H:5]([O:4][CH2:3][CH:2]2[CH2:39][CH2:40][CH2:41][O:1]2)[CH2:6][CH2:7]1. The yield is 0.740. (3) The reactants are C([O:7][C:8]1[CH:13]=[C:12]([CH2:14][CH2:15]OS(C)(=O)=O)[O:11][C:10](=[O:21])[C:9]=1[C:22]1[C:27]([CH3:28])=[CH:26][C:25]([CH3:29])=[CH:24][C:23]=1[CH3:30])(=O)C(C)(C)C.[F:31][C:32]1[CH:33]=[C:34]([SH:39])[CH:35]=[CH:36][C:37]=1[F:38].C([O-])([O-])=O.[K+].[K+]. The catalyst is O1CCCC1. The product is [F:31][C:32]1[CH:33]=[C:34]([S:39][CH2:15][CH2:14][C:12]2[O:11][C:10](=[O:21])[C:9]([C:22]3[C:23]([CH3:30])=[CH:24][C:25]([CH3:29])=[CH:26][C:27]=3[CH3:28])=[C:8]([OH:7])[CH:13]=2)[CH:35]=[CH:36][C:37]=1[F:38]. The yield is 0.140. (4) The reactants are [F:1][C:2]1[CH:3]=[C:4]([C:10](=O)[CH2:11][C:12]2[CH:17]=[CH:16][CH:15]=[CH:14][CH:13]=2)[CH:5]=[CH:6][C:7]=1[O:8][CH3:9].[CH2:19]([O:21][C:22]1[CH:23]=[C:24]([CH:27]=[C:28]([N+:31]([O-:33])=[O:32])[C:29]=1[OH:30])[CH:25]=O)[CH3:20].[NH2:34][C:35]([NH2:37])=[O:36].Cl. The catalyst is CCO. The product is [CH2:19]([O:21][C:22]1[CH:23]=[C:24]([CH:25]2[C:11]([C:12]3[CH:17]=[CH:16][CH:15]=[CH:14][CH:13]=3)=[C:10]([C:4]3[CH:5]=[CH:6][C:7]([O:8][CH3:9])=[C:2]([F:1])[CH:3]=3)[NH:37][C:35](=[O:36])[NH:34]2)[CH:27]=[C:28]([N+:31]([O-:33])=[O:32])[C:29]=1[OH:30])[CH3:20]. The yield is 0.480. (5) The reactants are [Cl:1][C:2]1[CH:28]=[CH:27][C:5]([CH2:6][N:7]2[C:12](=[O:13])[C:11]([CH2:14]O)=[N:10][N:9]([C:16]3[CH:17]=[C:18]([NH:22][C:23](=[O:25])[CH3:24])[CH:19]=[CH:20][CH:21]=3)[C:8]2=[O:26])=[CH:4][CH:3]=1.P(Br)(Br)[Br:30]. The catalyst is C(#N)C.C([O-])(O)=O.[Na+]. The product is [Cl:1][C:2]1[CH:28]=[CH:27][C:5]([CH2:6][N:7]2[C:12](=[O:13])[C:11]([CH2:14][Br:30])=[N:10][N:9]([C:16]3[CH:17]=[C:18]([NH:22][C:23](=[O:25])[CH3:24])[CH:19]=[CH:20][CH:21]=3)[C:8]2=[O:26])=[CH:4][CH:3]=1. The yield is 0.930. (6) The reactants are [OH:1][CH2:2][C@H:3]1[NH:7][C:6](=[O:8])[CH2:5][CH2:4]1.[C:9]([Si:13](Cl)([C:20]1[CH:25]=[CH:24][CH:23]=[CH:22][CH:21]=1)[C:14]1[CH:19]=[CH:18][CH:17]=[CH:16][CH:15]=1)([CH3:12])([CH3:11])[CH3:10].CCN(CC)CC.N1CCCC1=O. The catalyst is C(Cl)Cl.CN(C1C=CN=CC=1)C. The product is [Si:13]([O:1][CH2:2][C@H:3]1[NH:7][C:6](=[O:8])[CH2:5][CH2:4]1)([C:9]([CH3:12])([CH3:11])[CH3:10])([C:20]1[CH:21]=[CH:22][CH:23]=[CH:24][CH:25]=1)[C:14]1[CH:19]=[CH:18][CH:17]=[CH:16][CH:15]=1. The yield is 0.740.